Predict which catalyst facilitates the given reaction. From a dataset of Catalyst prediction with 721,799 reactions and 888 catalyst types from USPTO. (1) Reactant: [Cl:1][C:2]1[C:3]([C:9]2[C:14]([F:15])=[CH:13][CH:12]=[C:11](F)[N:10]=2)=[CH:4][C:5]([NH2:8])=[N:6][CH:7]=1.[NH2:17][CH2:18][CH:19]1[CH2:24][CH2:23][O:22][CH2:21][CH2:20]1. Product: [Cl:1][C:2]1[C:3]([C:9]2[C:14]([F:15])=[CH:13][CH:12]=[C:11]([NH:17][CH2:18][CH:19]3[CH2:24][CH2:23][O:22][CH2:21][CH2:20]3)[N:10]=2)=[CH:4][C:5]([NH2:8])=[N:6][CH:7]=1. The catalyst class is: 58. (2) Reactant: F[P-](F)(F)(F)(F)F.[N:8]1(O[P+](N(C)C)(N(C)C)N(C)C)[C:12]2C=CC=CC=2N=N1.[NH2:28][C:29]1[C:34]([F:35])=[CH:33][N:32]=[C:31]([N:36]2[CH:40]=[C:39]([C:41]([OH:43])=O)[C:38]([C:44]([F:47])([F:46])[F:45])=[N:37]2)[N:30]=1.[N:48]1[CH:53]=[CH:52][CH:51]=[C:50]([C:54]2(NC)[CH2:59][CH2:58][CH2:57][CH2:56][CH2:55]2)[CH:49]=1.C1C=CC2N(O)N=NC=2C=1.CCN(C(C)C)C(C)C. Product: [NH2:28][C:29]1[C:34]([F:35])=[CH:33][N:32]=[C:31]([N:36]2[CH:40]=[C:39]([C:41]([NH:8][CH2:12][C:54]3([C:50]4[CH:49]=[N:48][CH:53]=[CH:52][CH:51]=4)[CH2:55][CH2:56][CH2:57][CH2:58][CH2:59]3)=[O:43])[C:38]([C:44]([F:47])([F:46])[F:45])=[N:37]2)[N:30]=1. The catalyst class is: 18. (3) Reactant: [OH:1][C:2]1[CH:3]=[C:4]([CH:9]=[C:10]([C:12]2[CH:17]=[CH:16][C:15]([CH3:18])=[CH:14][N:13]=2)[CH:11]=1)[C:5]([O:7][CH3:8])=[O:6].Br[C:20]1[S:21][CH:22]=[CH:23][N:24]=1.C(=O)([O-])[O-].[K+].[K+].CS(C)=O. Product: [CH3:18][C:15]1[CH:16]=[CH:17][C:12]([C:10]2[CH:9]=[C:4]([CH:3]=[C:2]([O:1][C:20]3[S:21][CH:22]=[CH:23][N:24]=3)[CH:11]=2)[C:5]([O:7][CH3:8])=[O:6])=[N:13][CH:14]=1. The catalyst class is: 25. (4) Reactant: C(O)(C(F)(F)F)=O.[Cl:8][C:9]1[CH:10]=[C:11]([S:16]([N:19]([C:21]2[S:25][C:24]3[CH2:26][CH2:27][CH2:28][CH2:29][C:23]=3[C:22]=2[C:30]([O:32]C(C)(C)C)=[O:31])[CH3:20])(=[O:18])=[O:17])[CH:12]=[CH:13][C:14]=1[Cl:15]. Product: [Cl:8][C:9]1[CH:10]=[C:11]([S:16]([N:19]([C:21]2[S:25][C:24]3[CH2:26][CH2:27][CH2:28][CH2:29][C:23]=3[C:22]=2[C:30]([OH:32])=[O:31])[CH3:20])(=[O:17])=[O:18])[CH:12]=[CH:13][C:14]=1[Cl:15]. The catalyst class is: 2. (5) Reactant: [O:1]=[C:2]1[NH:11][C:10](=[O:12])[C:9]2[CH2:8][CH2:7][CH2:6][CH2:5][C:4]=2[N:3]1[CH2:13][CH2:14][CH2:15][C:16]([O:18]CC)=[O:17].[OH-].[Li+].C(O)C.Cl. Product: [O:1]=[C:2]1[NH:11][C:10](=[O:12])[C:9]2[CH2:8][CH2:7][CH2:6][CH2:5][C:4]=2[N:3]1[CH2:13][CH2:14][CH2:15][C:16]([OH:18])=[O:17]. The catalyst class is: 6.